Dataset: Forward reaction prediction with 1.9M reactions from USPTO patents (1976-2016). Task: Predict the product of the given reaction. Given the reactants C([O:3][CH:4](OCC)[C:5]1[N:9]([CH3:10])[N:8]=[C:7]([C:11]2[CH:16]=[CH:15][CH:14]=[CH:13][N:12]=2)[N:6]=1)C.Cl.C([O-])([O-])=O.[Na+].[Na+], predict the reaction product. The product is: [CH3:10][N:9]1[C:5]([CH:4]=[O:3])=[N:6][C:7]([C:11]2[CH:16]=[CH:15][CH:14]=[CH:13][N:12]=2)=[N:8]1.